Dataset: Full USPTO retrosynthesis dataset with 1.9M reactions from patents (1976-2016). Task: Predict the reactants needed to synthesize the given product. (1) Given the product [F:5][C:6]1[CH:14]=[CH:13][CH:12]=[C:11]2[C:7]=1[CH2:8][CH2:9][NH:10]2, predict the reactants needed to synthesize it. The reactants are: C([BH3-])#N.[Na+].[F:5][C:6]1[CH:14]=[CH:13][CH:12]=[C:11]2[C:7]=1[CH:8]=[CH:9][NH:10]2. (2) Given the product [CH2:37]([O:39][C:40](=[O:56])[CH:41]([O:43][P:44]([CH2:53][CH2:54][N:20]1[CH2:19][CH2:18][N:17]([CH2:16][C:13]2[CH:12]=[CH:11][C:10]([C:9](=[O:23])[NH:8][C:5]3[CH:6]=[CH:7][C:2]([CH3:1])=[C:3]([NH:24][C:25]4[N:30]=[C:29]([C:31]5[CH:32]=[N:33][CH:34]=[CH:35][CH:36]=5)[CH:28]=[CH:27][N:26]=4)[CH:4]=3)=[CH:15][CH:14]=2)[CH2:22][CH2:21]1)([O:46][C:47]1[CH:52]=[CH:51][CH:50]=[CH:49][CH:48]=1)=[O:45])[CH3:42])[CH3:38], predict the reactants needed to synthesize it. The reactants are: [CH3:1][C:2]1[CH:7]=[CH:6][C:5]([NH:8][C:9](=[O:23])[C:10]2[CH:15]=[CH:14][C:13]([CH2:16][N:17]3[CH2:22][CH2:21][NH:20][CH2:19][CH2:18]3)=[CH:12][CH:11]=2)=[CH:4][C:3]=1[NH:24][C:25]1[N:30]=[C:29]([C:31]2[CH:32]=[N:33][CH:34]=[CH:35][CH:36]=2)[CH:28]=[CH:27][N:26]=1.[CH2:37]([O:39][C:40](=[O:56])[CH:41]([O:43][P:44]([CH2:53][CH:54]=O)([O:46][C:47]1[CH:52]=[CH:51][CH:50]=[CH:49][CH:48]=1)=[O:45])[CH3:42])[CH3:38].[BH3-]C#N.[Na+].